From a dataset of Peptide-MHC class I binding affinity with 185,985 pairs from IEDB/IMGT. Regression. Given a peptide amino acid sequence and an MHC pseudo amino acid sequence, predict their binding affinity value. This is MHC class I binding data. (1) The peptide sequence is VVYMDMGVR. The MHC is HLA-A69:01 with pseudo-sequence HLA-A69:01. The binding affinity (normalized) is 0.0847. (2) The peptide sequence is LKPGKTSHL. The MHC is Mamu-A01 with pseudo-sequence Mamu-A01. The binding affinity (normalized) is 0. (3) The peptide sequence is VEIPNRIVF. The MHC is HLA-A31:01 with pseudo-sequence HLA-A31:01. The binding affinity (normalized) is 0.0847. (4) The peptide sequence is MFAVGTWMM. The MHC is HLA-C05:01 with pseudo-sequence HLA-C05:01. The binding affinity (normalized) is 0.0847. (5) The peptide sequence is CVRMYNPTNI. The binding affinity (normalized) is 0.446. The MHC is HLA-B27:05 with pseudo-sequence HLA-B27:05. (6) The peptide sequence is WLLVFACSA. The MHC is HLA-A02:01 with pseudo-sequence HLA-A02:01. The binding affinity (normalized) is 0.